This data is from Catalyst prediction with 721,799 reactions and 888 catalyst types from USPTO. The task is: Predict which catalyst facilitates the given reaction. (1) Product: [NH2:27][C@@:15]([C:3]1[CH:4]=[C:5]([C:9]2[CH:14]=[N:13][CH:12]=[N:11][CH:10]=2)[C:6]([F:8])=[CH:7][C:2]=1[F:1])([CH3:16])[CH2:17][C@H:18]([C:20]1[N:21]=[C:22]([CH3:26])[O:23][C:24]=1[CH3:25])[OH:19]. The catalyst class is: 5. Reactant: [F:1][C:2]1[CH:7]=[C:6]([F:8])[C:5]([C:9]2[CH:10]=[N:11][CH:12]=[N:13][CH:14]=2)=[CH:4][C:3]=1[C@@:15]([NH:27][S@@](C(C)(C)C)=O)([CH2:17][C@H:18]([C:20]1[N:21]=[C:22]([CH3:26])[O:23][C:24]=1[CH3:25])[OH:19])[CH3:16].Cl.O1CCOCC1.C(O)(C(F)(F)F)=O. (2) Reactant: [CH:1]1([CH2:7][CH2:8][CH2:9][C@@H:10]([C:19]2[O:23][N:22]=[C:21]([C:24]([N:26]3[CH2:31][CH2:30][O:29][CH2:28][CH2:27]3)=[O:25])[N:20]=2)[CH2:11][C:12]([O:14]C(C)(C)C)=[O:13])[CH2:6][CH2:5][CH2:4][CH2:3][CH2:2]1.FC(F)(F)C(O)=O. Product: [CH:1]1([CH2:7][CH2:8][CH2:9][C@@H:10]([C:19]2[O:23][N:22]=[C:21]([C:24]([N:26]3[CH2:31][CH2:30][O:29][CH2:28][CH2:27]3)=[O:25])[N:20]=2)[CH2:11][C:12]([OH:14])=[O:13])[CH2:6][CH2:5][CH2:4][CH2:3][CH2:2]1. The catalyst class is: 4. (3) Reactant: [NH:1]1[C:6]2[CH:7]=[CH:8][CH:9]=[CH:10][C:5]=2[C:4](=[O:11])OC1=O.[F:13][C:14]([F:23])([F:22])[C:15]1[CH:21]=[CH:20][C:18]([NH2:19])=[CH:17][CH:16]=1. Product: [NH2:1][C:6]1[CH:7]=[CH:8][CH:9]=[CH:10][C:5]=1[C:4]([NH:19][C:18]1[CH:20]=[CH:21][C:15]([C:14]([F:13])([F:22])[F:23])=[CH:16][CH:17]=1)=[O:11]. The catalyst class is: 39. (4) Reactant: [Br:1][C:2]1[S:6][C:5]([NH:7]C(=O)C(F)(F)F)=[C:4]([C:14]([O:16][C:17]([CH3:20])([CH3:19])[CH3:18])=[O:15])[CH:3]=1.CO.O.C([O-])([O-])=O.[K+].[K+]. Product: [NH2:7][C:5]1[S:6][C:2]([Br:1])=[CH:3][C:4]=1[C:14]([O:16][C:17]([CH3:19])([CH3:18])[CH3:20])=[O:15]. The catalyst class is: 25.